From a dataset of Full USPTO retrosynthesis dataset with 1.9M reactions from patents (1976-2016). Predict the reactants needed to synthesize the given product. (1) Given the product [C:32]([O:31][C:29]([N:27]([CH3:28])[C@@H:25]([CH3:26])[C:24]([NH:23][C@@H:16]([C:17]1[CH:22]=[CH:21][CH:20]=[CH:19][CH:18]=1)[C:15]([N:7]1[C:8]2[C:13](=[CH:12][CH:11]=[CH:10][CH:9]=2)[CH2:14][C@H:6]1[C:4]([OH:5])=[O:3])=[O:37])=[O:36])=[O:30])([CH3:35])([CH3:34])[CH3:33], predict the reactants needed to synthesize it. The reactants are: C([O:3][C:4]([C@@H:6]1[CH2:14][C:13]2[C:8](=[CH:9][CH:10]=[CH:11][CH:12]=2)[N:7]1[C:15](=[O:37])[C@@H:16]([NH:23][C:24](=[O:36])[C@@H:25]([N:27]([C:29]([O:31][C:32]([CH3:35])([CH3:34])[CH3:33])=[O:30])[CH3:28])[CH3:26])[C:17]1[CH:22]=[CH:21][CH:20]=[CH:19][CH:18]=1)=[O:5])C.[OH-].[Li+]. (2) Given the product [CH3:19][C:20]1[CH:25]=[C:24]([N+:26]([O-:28])=[O:27])[CH:23]=[CH:22][C:21]=1[N:29]=[C:30]1[N:5]([CH2:6][CH:7]2[CH2:18][CH2:17][CH2:16][CH2:15][CH2:14][CH2:13][CH2:12][CH2:11][CH2:10][CH2:9][CH2:8]2)[CH2:4][CH2:3][S:31]1, predict the reactants needed to synthesize it. The reactants are: [Cl-].Cl[CH2:3][CH2:4][NH2+:5][CH2:6][CH:7]1[CH2:18][CH2:17][CH2:16][CH2:15][CH2:14][CH2:13][CH2:12][CH2:11][CH2:10][CH2:9][CH2:8]1.[CH3:19][C:20]1[CH:25]=[C:24]([N+:26]([O-:28])=[O:27])[CH:23]=[CH:22][C:21]=1[N:29]=[C:30]=[S:31]. (3) Given the product [Cl:17][C:9]1[CH:8]=[C:7]([C:5]2[S:6][C:2]([C:27]3[C:20]([CH2:18][CH3:19])=[C:21]([CH:24]=[CH:25][CH:26]=3)[CH:22]=[O:23])=[CH:3][N:4]=2)[CH:12]=[CH:11][C:10]=1[O:13][CH:14]([CH3:16])[CH3:15], predict the reactants needed to synthesize it. The reactants are: Br[C:2]1[S:6][C:5]([C:7]2[CH:12]=[CH:11][C:10]([O:13][CH:14]([CH3:16])[CH3:15])=[C:9]([Cl:17])[CH:8]=2)=[N:4][CH:3]=1.[CH2:18]([C:20]1[C:27](B2OC(C)(C)C(C)(C)O2)=[CH:26][CH:25]=[CH:24][C:21]=1[CH:22]=[O:23])[CH3:19].P([O-])([O-])([O-])=O.[K+].[K+].[K+].